Predict which catalyst facilitates the given reaction. From a dataset of Catalyst prediction with 721,799 reactions and 888 catalyst types from USPTO. (1) Reactant: Br[C:2]1[CH:3]=[N:4][CH:5]=[C:6]([Br:8])[CH:7]=1.[NH:9]1CC[CH2:14][C@H:10]1[C:11](O)=O.C(N)(C)C.C(O[K])(C)=O. The catalyst class is: 122. Product: [Br:8][C:6]1[CH:7]=[C:2]([NH:9][CH:10]([CH3:14])[CH3:11])[CH:3]=[N:4][CH:5]=1. (2) Reactant: [CH2:1]([N:3]([CH2:7][CH2:8][CH2:9][CH2:10][O:11][C:12]1[CH:30]=[CH:29][C:15]2[C:16]([C:19]3[CH:24]=[CH:23][C:22]([C:25]([F:28])([F:27])[F:26])=[CH:21][CH:20]=3)=[N:17][S:18][C:14]=2[CH:13]=1)[CH2:4][CH2:5]O)[CH3:2].CCN(S(F)(F)[F:37])CC.C([O-])([O-])=O.[Na+].[Na+]. Product: [CH2:1]([N:3]([CH2:4][CH2:5][F:37])[CH2:7][CH2:8][CH2:9][CH2:10][O:11][C:12]1[CH:30]=[CH:29][C:15]2[C:16]([C:19]3[CH:24]=[CH:23][C:22]([C:25]([F:28])([F:27])[F:26])=[CH:21][CH:20]=3)=[N:17][S:18][C:14]=2[CH:13]=1)[CH3:2]. The catalyst class is: 2. (3) Reactant: N[C:2]1[C:7]([C:8]#[N:9])=[C:6]([C:10]2[CH:15]=[CH:14][C:13]([OH:16])=[CH:12][CH:11]=2)[C:5]([C:17]#[N:18])=[C:4]([O:19][CH3:20])[N:3]=1.N(OCCC(C)C)=O.[ClH:29]. Product: [Cl:29][C:2]1[C:7]([C:8]#[N:9])=[C:6]([C:10]2[CH:15]=[CH:14][C:13]([OH:16])=[CH:12][CH:11]=2)[C:5]([C:17]#[N:18])=[C:4]([O:19][CH3:20])[N:3]=1. The catalyst class is: 879. (4) Reactant: C=O.[C:3]([BH3-])#N.[Na+].[CH3:7][N:8]([CH3:31])[NH:9][C:10]1[CH:19]=[C:18]2[C:13]([CH:14]=[C:15]([C:21]3[CH:26]=[CH:25][CH:24]=[CH:23][C:22]=3[C:27]([F:30])([F:29])[F:28])[NH:16][C:17]2=[O:20])=[CH:12][CH:11]=1.C(=O)(O)[O-].[Na+]. Product: [F:29][C:27]([F:28])([F:30])[C:22]1[CH:23]=[CH:24][CH:25]=[CH:26][C:21]=1[C:15]1[NH:16][C:17](=[O:20])[C:18]2[C:13]([CH:14]=1)=[CH:12][CH:11]=[C:10]([N:9]([CH3:3])[N:8]([CH3:31])[CH3:7])[CH:19]=2. The catalyst class is: 130. (5) Reactant: [NH2:1][C:2]1[N:7]([CH3:8])[C:6](=[O:9])[CH2:5][C:4]([C:11]2[CH:16]=[CH:15][CH:14]=[C:13](Br)[CH:12]=2)([CH3:10])[N:3]=1.COCCOC.C(=O)([O-])[O-].[Cs+].[Cs+].[CH3:30][O:31][C:32]1[CH:33]=[C:34](B(O)O)[CH:35]=[CH:36][CH:37]=1. Product: [NH2:1][C:2]1[N:7]([CH3:8])[C:6](=[O:9])[CH2:5][C:4]([C:11]2[CH:12]=[C:13]([C:36]3[CH:35]=[CH:34][CH:33]=[C:32]([O:31][CH3:30])[CH:37]=3)[CH:14]=[CH:15][CH:16]=2)([CH3:10])[N:3]=1. The catalyst class is: 40.